This data is from Forward reaction prediction with 1.9M reactions from USPTO patents (1976-2016). The task is: Predict the product of the given reaction. (1) Given the reactants C(N(C(C)C)CC)(C)C.[N:10]1[CH:11]=[C:12](/[CH:19]=[CH:20]/[C:21]([OH:23])=O)[N:13]2[CH:18]=[CH:17][CH:16]=[CH:15][C:14]=12.[C:24]([O:28][C:29](=[O:38])[NH:30][C:31]1[CH:36]=[CH:35][CH:34]=[CH:33][C:32]=1[NH2:37])([CH3:27])([CH3:26])[CH3:25].F[P-](F)(F)(F)(F)F.N1(OC(N(C)C)=[N+](C)C)C2N=CC=CC=2N=N1, predict the reaction product. The product is: [C:24]([O:28][C:29](=[O:38])[NH:30][C:31]1[CH:36]=[CH:35][CH:34]=[CH:33][C:32]=1[NH:37][C:21](=[O:23])/[CH:20]=[CH:19]/[C:12]1[N:13]2[CH:18]=[CH:17][CH:16]=[CH:15][C:14]2=[N:10][CH:11]=1)([CH3:27])([CH3:25])[CH3:26]. (2) Given the reactants [C:1]([NH:3][C:4]([NH:6][CH2:7][C:8]1[CH:13]=[CH:12][CH:11]=[CH:10][C:9]=1[O:14][CH3:15])=[NH:5])#[N:2].[OH:16][CH2:17][C:18]([C:20]1[CH:25]=[CH:24][CH:23]=[CH:22][CH:21]=1)=O.Cl, predict the reaction product. The product is: [CH3:15][O:14][C:9]1[CH:10]=[CH:11][CH:12]=[CH:13][C:8]=1[CH2:7][NH:6][C:4]([NH:3][C:1]1[O:16][CH:17]=[C:18]([C:20]2[CH:25]=[CH:24][CH:23]=[CH:22][CH:21]=2)[N:2]=1)=[NH:5].